From a dataset of Catalyst prediction with 721,799 reactions and 888 catalyst types from USPTO. Predict which catalyst facilitates the given reaction. (1) Reactant: Cl[C:2]1[CH:3]=[C:4]([O:11][CH2:12][CH2:13][O:14][CH3:15])[C:5]([N+:8]([O-:10])=[O:9])=[N:6][CH:7]=1.[CH3:16][S:17]([C:20]1[CH:25]=[CH:24][C:23]([OH:26])=[CH:22][CH:21]=1)(=[O:19])=[O:18].C([O-])([O-])=O.[K+].[K+].O. Product: [CH3:16][S:17]([C:20]1[CH:25]=[CH:24][C:23]([O:26][C:2]2[CH:3]=[C:4]([O:11][CH2:12][CH2:13][O:14][CH3:15])[C:5]([N+:8]([O-:10])=[O:9])=[N:6][CH:7]=2)=[CH:22][CH:21]=1)(=[O:18])=[O:19]. The catalyst class is: 3. (2) Reactant: Cl[C:2]1[S:3][C:4]2[CH2:10][C:9]3([O:14][CH2:13][CH2:12][O:11]3)[CH2:8][CH2:7][C:5]=2[N:6]=1.C([O-])(=O)C.[Na+].C(OCC)(=O)C.CCCCCC. Product: [CH2:13]1[CH2:12][O:11][C:9]2([CH2:8][CH2:7][C:5]3[N:6]=[CH:2][S:3][C:4]=3[CH2:10]2)[O:14]1. The catalyst class is: 129.